This data is from Full USPTO retrosynthesis dataset with 1.9M reactions from patents (1976-2016). The task is: Predict the reactants needed to synthesize the given product. Given the product [CH3:25][C:26]1[S:27][C:28]([S:32]([N:22]2[CH2:23][CH2:24][CH:19]([C:10]3[C:9]4[C:13](=[C:14]([C:16]([NH2:18])=[O:17])[CH:15]=[C:7]([C:1]5[CH:2]=[CH:3][CH:4]=[CH:5][CH:6]=5)[CH:8]=4)[NH:12][CH:11]=3)[CH2:20][CH2:21]2)(=[O:34])=[O:33])=[C:29]([CH3:31])[N:30]=1, predict the reactants needed to synthesize it. The reactants are: [C:1]1([C:7]2[CH:8]=[C:9]3[C:13](=[C:14]([C:16]([NH2:18])=[O:17])[CH:15]=2)[NH:12][CH:11]=[C:10]3[CH:19]2[CH2:24][CH2:23][NH:22][CH2:21][CH2:20]2)[CH:6]=[CH:5][CH:4]=[CH:3][CH:2]=1.[CH3:25][C:26]1[S:27][C:28]([S:32](Cl)(=[O:34])=[O:33])=[C:29]([CH3:31])[N:30]=1.C(N(CC)CC)C.